From a dataset of Full USPTO retrosynthesis dataset with 1.9M reactions from patents (1976-2016). Predict the reactants needed to synthesize the given product. (1) Given the product [NH2:1][C:2]1[N:7]=[C:6]([N:8]2[C:16]3[C:11](=[CH:12][CH:13]=[C:14]([C:17]#[C:18][C:19]([C:21]4[N:26]=[CH:25][CH:24]=[CH:23][N:22]=4)([OH:27])[CH3:20])[CH:15]=3)[C:10]([C:28]([N:66]3[CH2:67][C:64]4([CH2:61][O:62][CH2:63]4)[CH2:65]3)=[O:30])=[N:9]2)[CH:5]=[CH:4][N:3]=1, predict the reactants needed to synthesize it. The reactants are: [NH2:1][C:2]1[N:7]=[C:6]([N:8]2[C:16]3[C:11](=[CH:12][CH:13]=[C:14]([C:17]#[C:18][C:19]([OH:27])([C:21]4[N:26]=[CH:25][CH:24]=[CH:23][N:22]=4)[CH3:20])[CH:15]=3)[C:10]([C:28]([OH:30])=O)=[N:9]2)[CH:5]=[CH:4][N:3]=1.CN(C(ON1N=NC2C=CC=NC1=2)=[N+](C)C)C.F[P-](F)(F)(F)(F)F.C(O)(=O)C(O)=O.[CH2:61]1[C:64]2([CH2:67][NH:66][CH2:65]2)[CH2:63][O:62]1.C(N(CC)CC)C. (2) Given the product [Cl:21][C:18]1[CH:19]=[CH:20][C:15]([O:14][C:8]2[CH:7]=[C:6]([CH2:5][C:4]([OH:36])=[O:3])[CH:11]=[CH:10][C:9]=2[O:12][CH3:13])=[C:16]([CH2:22][N:23]2[C@@H:27]([CH3:28])[C@@H:26]([C:29]3[CH:34]=[CH:33][CH:32]=[CH:31][CH:30]=3)[O:25][C:24]2=[O:35])[CH:17]=1, predict the reactants needed to synthesize it. The reactants are: C([O:3][C:4](=[O:36])[CH2:5][C:6]1[CH:11]=[CH:10][C:9]([O:12][CH3:13])=[C:8]([O:14][C:15]2[CH:20]=[CH:19][C:18]([Cl:21])=[CH:17][C:16]=2[CH2:22][N:23]2[C@@H:27]([CH3:28])[C@@H:26]([C:29]3[CH:34]=[CH:33][CH:32]=[CH:31][CH:30]=3)[O:25][C:24]2=[O:35])[CH:7]=1)C.[OH-].[Na+]. (3) Given the product [F:29][C:2]([F:1])([O:7][C:8]1[CH:9]=[CH:10][C:11]([N:14]2[CH:18]=[N:17][C:16]([C:19]3[CH:20]=[CH:21][C:22]([C:23]([OH:25])=[O:24])=[CH:27][CH:28]=3)=[N:15]2)=[CH:12][CH:13]=1)[C:3]([F:6])([F:5])[F:4], predict the reactants needed to synthesize it. The reactants are: [F:1][C:2]([F:29])([O:7][C:8]1[CH:13]=[CH:12][C:11]([N:14]2[CH:18]=[N:17][C:16]([C:19]3[CH:28]=[CH:27][C:22]([C:23]([O:25]C)=[O:24])=[CH:21][CH:20]=3)=[N:15]2)=[CH:10][CH:9]=1)[C:3]([F:6])([F:5])[F:4].C1COCC1.[OH-].[Li+].Cl. (4) Given the product [O:11]1[CH:15]=[N:14][N:13]=[C:12]1[C:16]1[CH:17]=[C:18]([NH:22][C:8](=[O:10])[C:4]2[CH:3]=[C:2]([Br:1])[CH:7]=[CH:6][N:5]=2)[CH:19]=[CH:20][CH:21]=1, predict the reactants needed to synthesize it. The reactants are: [Br:1][C:2]1[CH:7]=[CH:6][N:5]=[C:4]([C:8]([OH:10])=O)[CH:3]=1.[O:11]1[CH:15]=[N:14][N:13]=[C:12]1[C:16]1[CH:17]=[C:18]([NH2:22])[CH:19]=[CH:20][CH:21]=1.F[P-](F)(F)(F)(F)F.N1(OC(N(C)C)=[N+](C)C)C2N=CC=CC=2N=N1.C(N(C(C)C)CC)(C)C. (5) Given the product [CH3:11][C:1]1[CH:6]=[CH:5][C:4]([S:7]([O:19][C@@H:16]2[CH2:17][CH2:18][N:14]([CH2:12][CH3:13])[CH2:15]2)(=[O:9])=[O:8])=[CH:3][CH:2]=1, predict the reactants needed to synthesize it. The reactants are: [C:1]1([CH3:11])[CH:6]=[CH:5][C:4]([S:7](Cl)(=[O:9])=[O:8])=[CH:3][CH:2]=1.[CH2:12]([N:14]1[CH2:18][CH2:17][C@@H:16]([OH:19])[CH2:15]1)[CH3:13].C(N(CC)CC)C. (6) Given the product [Br:1][C:2]1[CH:3]=[C:4]2[C:8](=[CH:9][C:10]=1[Cl:11])[NH:7][C:6]([CH2:12][C:13]1[CH:14]=[CH:15][C:16]([CH3:23])=[C:17]([CH:22]=1)[C:18]([OH:20])=[O:19])=[CH:5]2, predict the reactants needed to synthesize it. The reactants are: [Br:1][C:2]1[CH:3]=[C:4]2[C:8](=[CH:9][C:10]=1[Cl:11])[NH:7][C:6]([CH2:12][C:13]1[CH:14]=[CH:15][C:16]([CH3:23])=[C:17]([CH:22]=1)[C:18]([O:20]C)=[O:19])=[CH:5]2.[OH-].[Na+].Cl. (7) Given the product [Cl:1][C:2]1[CH:3]=[CH:4][C:5]2[O:9][C:8]([S:10][C:17]3[N:16]=[N:15][CH:14]=[CH:19][CH:18]=3)=[C:7]([CH3:11])[C:6]=2[CH:12]=1, predict the reactants needed to synthesize it. The reactants are: [Cl:1][C:2]1[CH:3]=[CH:4][C:5]2[O:9][C:8]([SH:10])=[C:7]([CH3:11])[C:6]=2[CH:12]=1.Cl[C:14]1[N:15]=[N:16][C:17](OC)=[CH:18][CH:19]=1.C(=O)([O-])[O-].[K+].[K+]. (8) The reactants are: CC([CH:5]1[CH2:10][N:9]([S:11]([CH3:14])(=[O:13])=[O:12])[CH2:8][CH2:7][N:6]1C([O-])=O)(C)C.[ClH:18]. Given the product [ClH:18].[CH3:14][S:11]([N:9]1[CH2:10][CH2:5][NH:6][CH2:7][CH2:8]1)(=[O:13])=[O:12], predict the reactants needed to synthesize it.